This data is from Reaction yield outcomes from USPTO patents with 853,638 reactions. The task is: Predict the reaction yield, written as a fraction of the theoretical maximum amount of product (1.0 means a 100% yield; for example, 0.34 means a 34% yield). (1) The reactants are [CH2:1]([CH:8]([C:12](=[O:14])[CH3:13])[C:9](=[O:11])[CH3:10])[C:2]1[CH:7]=[CH:6][CH:5]=[CH:4][CH:3]=1.[OH:15][C:16]1[CH:23]=[CH:22][C:19]([CH:20]=O)=[CH:18][C:17]=1[O:24][CH3:25].B([O:27][CH2:28][CH2:29][CH2:30]C)([O:27][CH2:28][CH2:29][CH2:30]C)[O:27][CH2:28][CH2:29][CH2:30]C.[CH2:42](N)[CH2:43][CH2:44][CH3:45].Cl.[C:48](OCC)(=[O:50])C. No catalyst specified. The product is [CH2:1]([CH:8]([C:9](=[O:11])[CH:10]=[CH:45][C:44]1[CH:30]=[CH:29][C:28]([OH:27])=[C:42]([O:50][CH3:48])[CH:43]=1)[C:12](=[O:14])[CH:13]=[CH:20][C:19]1[CH:22]=[CH:23][C:16]([OH:15])=[C:17]([O:24][CH3:25])[CH:18]=1)[C:2]1[CH:7]=[CH:6][CH:5]=[CH:4][CH:3]=1. The yield is 0.590. (2) The reactants are [C:1]([NH:5][C:6]1[N:15]([CH2:16][CH2:17][CH2:18][S:19]([CH3:22])(=[O:21])=[O:20])[C:14](=[O:23])[C:13]2[C:8](=[C:9](I)[CH:10]=[CH:11][CH:12]=2)[N:7]=1)([CH3:4])([CH3:3])[CH3:2].[CH3:25][C@@H:26]1[C:30]2[NH:31][C:32](B3OC(C)(C)C(C)(C)O3)=[CH:33][C:29]=2[C:28](=[O:43])[NH:27]1.P([O-])([O-])([O-])=O.[K+].[K+].[K+]. The catalyst is O1CCOCC1.CC(C1C=C(C(C)C)C(C2C(P(C3CCCCC3)C3CCCCC3)=CC=CC=2)=C(C(C)C)C=1)C.C1C=[C-]C(CCN)=CC=1.Cl[Pd+].O. The product is [C:1]([NH:5][C:6]1[N:15]([CH2:16][CH2:17][CH2:18][S:19]([CH3:22])(=[O:21])=[O:20])[C:14](=[O:23])[C:13]2[C:8](=[C:9]([C:32]3[NH:31][C:30]4[C@@H:26]([CH3:25])[NH:27][C:28](=[O:43])[C:29]=4[CH:33]=3)[CH:10]=[CH:11][CH:12]=2)[N:7]=1)([CH3:4])([CH3:3])[CH3:2]. The yield is 0.800. (3) The reactants are [CH2:1]([O:8][C:9]1[CH:10]=[C:11]([CH2:17][OH:18])[CH:12]=[C:13]([CH2:15][OH:16])[CH:14]=1)[C:2]1[CH:7]=[CH:6][CH:5]=[CH:4][CH:3]=1.C(N(CC)CC)C.[C:26]([Si:30](Cl)([C:37]1[CH:42]=[CH:41][CH:40]=[CH:39][CH:38]=1)[C:31]1[CH:36]=[CH:35][CH:34]=[CH:33][CH:32]=1)([CH3:29])([CH3:28])[CH3:27].C(=O)([O-])O.[Na+]. The catalyst is CN(C)C1C=CN=CC=1.ClCCl. The product is [CH2:1]([O:8][C:9]1[CH:10]=[C:11]([CH2:17][OH:18])[CH:12]=[C:13]([CH2:15][O:16][Si:30]([C:26]([CH3:29])([CH3:28])[CH3:27])([C:37]2[CH:38]=[CH:39][CH:40]=[CH:41][CH:42]=2)[C:31]2[CH:36]=[CH:35][CH:34]=[CH:33][CH:32]=2)[CH:14]=1)[C:2]1[CH:7]=[CH:6][CH:5]=[CH:4][CH:3]=1. The yield is 0.440. (4) The reactants are Br[CH2:2][C:3]1[CH:29]=[CH:28][C:6]2[N:7]3[C:25]([C:26]#[N:27])=[CH:24][CH:23]=[C:8]3[C:9]3([CH2:15][CH2:14][N:13]([C:16]([O:18][C:19]([CH3:22])([CH3:21])[CH3:20])=[O:17])[CH2:12][CH2:11]3)[O:10][C:5]=2[CH:4]=1.[C:30]([O-:33])(=[O:32])[CH3:31].[K+]. The catalyst is CN(C=O)C.[NH4+].[Cl-]. The product is [C:30]([O:33][CH2:2][C:3]1[CH:29]=[CH:28][C:6]2[N:7]3[C:25]([C:26]#[N:27])=[CH:24][CH:23]=[C:8]3[C:9]3([CH2:15][CH2:14][N:13]([C:16]([O:18][C:19]([CH3:22])([CH3:21])[CH3:20])=[O:17])[CH2:12][CH2:11]3)[O:10][C:5]=2[CH:4]=1)(=[O:32])[CH3:31]. The yield is 0.620. (5) The reactants are I[C:2]1[CH:3]=[C:4]([O:12][CH3:13])[C:5]([O:10][CH3:11])=[C:6]([O:8][CH3:9])[CH:7]=1.[O:14]1[CH:18]=[CH:17][CH2:16][CH2:15]1.CC([O-])=O.[K+]. The catalyst is CN(C=O)C.[N+](CCCC)(CCCC)(CCCC)CCCC.[Cl-].CCOC(C)=O.O.CC([O-])=O.CC([O-])=O.[Pd+2].C1C=CC(P(C2C=CC=CC=2)C2C=CC=CC=2)=CC=1. The product is [CH3:9][O:8][C:6]1[CH:7]=[C:2]([CH:18]2[CH2:17][CH:16]=[CH:15][O:14]2)[CH:3]=[C:4]([O:12][CH3:13])[C:5]=1[O:10][CH3:11]. The yield is 0.430. (6) The reactants are C[O:2][C:3]([C:5]1[CH:10]=[CH:9][N:8]([CH3:11])[C:7](=[O:12])[CH:6]=1)=O.O.[NH2:14][NH2:15]. The catalyst is C(O)C. The product is [CH3:11][N:8]1[CH:9]=[CH:10][C:5]([C:3]([NH:14][NH2:15])=[O:2])=[CH:6][C:7]1=[O:12]. The yield is 0.780.